Predict the reactants needed to synthesize the given product. From a dataset of Full USPTO retrosynthesis dataset with 1.9M reactions from patents (1976-2016). (1) Given the product [CH3:30][C@H:18]1[CH2:19][N:20]([C:23]([C@H:25]2[CH2:29][CH2:28][N:27]([C:2]3[CH:7]=[CH:6][C:5]([C:8]4[O:12][N:11]=[C:10]([CH3:13])[N:9]=4)=[CH:4][CH:3]=3)[CH2:26]2)=[O:24])[CH2:21][CH2:22][N:17]1[CH:15]([CH3:16])[CH3:14], predict the reactants needed to synthesize it. The reactants are: Br[C:2]1[CH:7]=[CH:6][C:5]([C:8]2[O:12][N:11]=[C:10]([CH3:13])[N:9]=2)=[CH:4][CH:3]=1.[CH3:14][CH:15]([N:17]1[CH2:22][CH2:21][N:20]([C:23]([C@H:25]2[CH2:29][CH2:28][NH:27][CH2:26]2)=[O:24])[CH2:19][C@@H:18]1[CH3:30])[CH3:16]. (2) Given the product [N:18]1([C:21]2[C:26]([C:27]3[CH:28]=[CH:29][C:30]([CH2:33][NH:34][C:35](=[O:37])[CH3:36])=[CH:31][CH:32]=3)=[N:25][CH:24]=[CH:23][N:22]=2)[CH2:19][CH2:20][NH:15][CH2:16][CH2:17]1, predict the reactants needed to synthesize it. The reactants are: C(O)(C(F)(F)F)=O.C(OC([N:15]1[CH2:20][CH2:19][N:18]([C:21]2[C:26]([C:27]3[CH:32]=[CH:31][C:30]([CH2:33][NH:34][C:35](=[O:37])[CH3:36])=[CH:29][CH:28]=3)=[N:25][CH:24]=[CH:23][N:22]=2)[CH2:17][CH2:16]1)=O)(C)(C)C. (3) Given the product [CH:1]1([C:4]2[N:5]=[C:6]([CH3:26])[N:7]([C:34]3[CH:35]=[CH:36][C:31]([O:30][CH:27]([CH3:29])[CH3:28])=[CH:32][CH:33]=3)[C:8](=[O:25])[C:9]=2[CH2:10][C:11]2[CH:16]=[CH:15][C:14]([C:17]3[C:18]([C:23]#[N:24])=[CH:19][CH:20]=[CH:21][CH:22]=3)=[CH:13][CH:12]=2)[CH2:2][CH2:3]1, predict the reactants needed to synthesize it. The reactants are: [CH:1]1([C:4]2[N:5]=[C:6]([CH3:26])[NH:7][C:8](=[O:25])[C:9]=2[CH2:10][C:11]2[CH:16]=[CH:15][C:14]([C:17]3[C:18]([C:23]#[N:24])=[CH:19][CH:20]=[CH:21][CH:22]=3)=[CH:13][CH:12]=2)[CH2:3][CH2:2]1.[CH:27]([O:30][C:31]1[CH:36]=[CH:35][C:34](B(O)O)=[CH:33][CH:32]=1)([CH3:29])[CH3:28].C(N(CC)CC)C.N1C=CC=CC=1. (4) Given the product [CH3:3][N:4]([CH2:14][C:15]1[S:19][CH:18]=[C:17]([C:20]2[CH:21]=[CH:22][C:23]([CH2:26][CH2:27][C:28]([OH:30])=[O:29])=[CH:24][CH:25]=2)[CH:16]=1)[C:5](=[O:13])[CH2:6][CH2:7][CH2:8][CH2:9][CH2:10][CH2:11][CH3:12], predict the reactants needed to synthesize it. The reactants are: [OH-].[Na+].[CH3:3][N:4]([CH2:14][C:15]1[S:19][CH:18]=[C:17]([C:20]2[CH:25]=[CH:24][C:23]([CH2:26][CH2:27][C:28]([O:30]CC)=[O:29])=[CH:22][CH:21]=2)[CH:16]=1)[C:5](=[O:13])[CH2:6][CH2:7][CH2:8][CH2:9][CH2:10][CH2:11][CH3:12].O1CCCC1.CO.O. (5) Given the product [C:1]([C@@H:4]1[CH2:8][S:7][C@@H:6]2[CH2:9][C@@H:10]([NH:13][C:14](=[O:20])[O:15][C:16]([CH3:18])([CH3:17])[CH3:19])[C:11](=[O:12])[N:5]12)(=[O:3])[NH2:2], predict the reactants needed to synthesize it. The reactants are: [C:1]([C@@H:4]1[CH2:8][S:7][C@H:6]2[CH2:9][C@@H:10]([NH:13][C:14](=[O:20])[O:15][C:16]([CH3:19])([CH3:18])[CH3:17])[C:11](=[O:12])[N:5]12)(=[O:3])[NH2:2].C(OC(N[C@H]1C(=O)N2[C@H](SC[C@H]2C(OC)=O)C1)=O)(C)(C)C. (6) Given the product [C:36]([C:21]1[C:22]2[NH:23][C:24]3[C:29]([C:30]=2[C:18]([C:14]2[C:13]([F:39])=[C:12]([NH:11][C:9](=[O:10])[O:8][CH2:1][C:2]4[CH:7]=[CH:6][CH:5]=[CH:4][CH:3]=4)[CH:17]=[CH:16][CH:15]=2)=[CH:19][N:20]=1)=[CH:28][CH:27]=[C:26]([O:31][CH2:32][CH2:33][O:34][CH3:35])[CH:25]=3)(=[O:37])[NH2:49], predict the reactants needed to synthesize it. The reactants are: [CH2:1]([O:8][C:9]([NH:11][C:12]1[C:13]([F:39])=[C:14]([C:18]2[C:30]3[C:29]4[C:24](=[CH:25][C:26]([O:31][CH2:32][CH2:33][O:34][CH3:35])=[CH:27][CH:28]=4)[NH:23][C:22]=3[C:21]([C:36](O)=[O:37])=[N:20][CH:19]=2)[CH:15]=[CH:16][CH:17]=1)=[O:10])[C:2]1[CH:7]=[CH:6][CH:5]=[CH:4][CH:3]=1.[Cl-].[NH4+].F[P-](F)(F)(F)(F)F.[N:49]1(O[P+](N(C)C)(N(C)C)N(C)C)C2C=CC=CC=2N=N1.CCN(C(C)C)C(C)C.CN1CCOCC1. (7) Given the product [CH2:4]([N:11]1[CH2:16][CH2:15][C:14]([N:19]2[CH2:20][CH2:21][N:22]([CH3:25])[CH2:23][CH2:24]2)([CH3:17])[CH2:13][CH2:12]1)[C:5]1[CH:10]=[CH:9][CH:8]=[CH:7][CH:6]=1, predict the reactants needed to synthesize it. The reactants are: C[Mg]Cl.[CH2:4]([N:11]1[CH2:16][CH2:15][C:14]([N:19]2[CH2:24][CH2:23][N:22]([CH3:25])[CH2:21][CH2:20]2)([C:17]#N)[CH2:13][CH2:12]1)[C:5]1[CH:10]=[CH:9][CH:8]=[CH:7][CH:6]=1.[NH4+].[Cl-]. (8) Given the product [C:12]([O:1][C:2]1[CH:3]=[C:4]([CH:8]=[CH:9][C:10]=1[CH3:11])[C:5]([OH:7])=[O:6])(=[O:14])[CH3:13], predict the reactants needed to synthesize it. The reactants are: [OH:1][C:2]1[CH:3]=[C:4]([CH:8]=[CH:9][C:10]=1[CH3:11])[C:5]([OH:7])=[O:6].[C:12](OC(=O)C)(=[O:14])[CH3:13]. (9) Given the product [CH3:1][C:2]1[CH:3]=[CH:4][C:5]([N:8]([C:22]2[CH:31]=[CH:30][CH:25]=[CH:24][CH:23]=2)[C:9]2[CH:14]=[CH:13][C:12]([CH3:15])=[CH:11][CH:10]=2)=[CH:6][CH:7]=1, predict the reactants needed to synthesize it. The reactants are: [CH3:1][C:2]1[CH:7]=[CH:6][C:5]([NH:8][C:9]2[CH:14]=[CH:13][C:12]([CH3:15])=[CH:11][CH:10]=2)=[CH:4][CH:3]=1.[OH-].[K+].N1[C:31]2[C:22](=[CH:23][CH:24]=[C:25]3[C:30]=2N=CC=C3)C=CC=1.IC1C=CC=CC=1.